Dataset: Forward reaction prediction with 1.9M reactions from USPTO patents (1976-2016). Task: Predict the product of the given reaction. (1) The product is: [CH2:39]([O:46][C@@H:47]1[C@@H:53]([O:54][CH2:55][C:56]2[CH:61]=[CH:60][CH:59]=[CH:58][CH:57]=2)[C@H:52]([O:62][CH2:63][C:64]2[CH:65]=[CH:66][CH:67]=[CH:68][CH:69]=2)[C@@H:51]([CH2:70][O:71][CH2:72][C:73]2[CH:74]=[CH:75][CH:76]=[CH:77][CH:78]=2)[O:50][C:48]1([C:13]1[CH:37]=[C:36]([F:38])[CH:35]=[C:15]([CH2:16][O:17][Si:18]([C:31]([CH3:32])([CH3:33])[CH3:34])([C:19]2[CH:20]=[CH:21][CH:22]=[CH:23][CH:24]=2)[C:25]2[CH:30]=[CH:29][CH:28]=[CH:27][CH:26]=2)[CH:14]=1)[OH:49])[C:40]1[CH:41]=[CH:42][CH:43]=[CH:44][CH:45]=1. Given the reactants CCCCCC.C([Li])CCC.Br[C:13]1[CH:14]=[C:15]([CH:35]=[C:36]([F:38])[CH:37]=1)[CH2:16][O:17][Si:18]([C:31]([CH3:34])([CH3:33])[CH3:32])([C:25]1[CH:30]=[CH:29][CH:28]=[CH:27][CH:26]=1)[C:19]1[CH:24]=[CH:23][CH:22]=[CH:21][CH:20]=1.[CH2:39]([O:46][C@@H:47]1[C@@H:53]([O:54][CH2:55][C:56]2[CH:61]=[CH:60][CH:59]=[CH:58][CH:57]=2)[C@H:52]([O:62][CH2:63][C:64]2[CH:69]=[CH:68][CH:67]=[CH:66][CH:65]=2)[C@@H:51]([CH2:70][O:71][CH2:72][C:73]2[CH:78]=[CH:77][CH:76]=[CH:75][CH:74]=2)[O:50][C:48]1=[O:49])[C:40]1[CH:45]=[CH:44][CH:43]=[CH:42][CH:41]=1.Cl.S([O-])([O-])(=O)=O.[Mg+2], predict the reaction product. (2) Given the reactants Br[C:2]1[CH:3]=[C:4]2[C:8](=[CH:9][CH:10]=1)[N:7]([CH2:11][CH:12]([O:15][CH3:16])[O:13][CH3:14])[N:6]=[CH:5]2.[CH2:17]([O:24][C:25]1[CH:30]=[CH:29][NH:28][C:27](=[O:31])[CH:26]=1)[C:18]1[CH:23]=[CH:22][CH:21]=[CH:20][CH:19]=1.C([O-])([O-])=O.[K+].[K+].OC1C=CC=C2C=1N=CC=C2, predict the reaction product. The product is: [CH2:17]([O:24][C:25]1[CH:30]=[CH:29][N:28]([C:2]2[CH:3]=[C:4]3[C:8](=[CH:9][CH:10]=2)[N:7]([CH2:11][CH:12]([O:15][CH3:16])[O:13][CH3:14])[N:6]=[CH:5]3)[C:27](=[O:31])[CH:26]=1)[C:18]1[CH:19]=[CH:20][CH:21]=[CH:22][CH:23]=1. (3) Given the reactants [CH2:1]([N:3]([CH2:15][CH3:16])[C:4]([C:6]1[S:10][C:9]([C:11](OC)=[O:12])=[CH:8][CH:7]=1)=[O:5])[CH3:2].O.[NH2:18][NH2:19].O, predict the reaction product. The product is: [CH2:1]([N:3]([CH2:15][CH3:16])[C:4]([C:6]1[S:10][C:9]([C:11]([NH:18][NH2:19])=[O:12])=[CH:8][CH:7]=1)=[O:5])[CH3:2].